Dataset: Forward reaction prediction with 1.9M reactions from USPTO patents (1976-2016). Task: Predict the product of the given reaction. (1) Given the reactants [CH3:1][C:2]1[CH:3]=[CH:4][C:5]([N:8]2[CH2:18][CH2:17][C:11]3[N:12]=[CH:13][NH:14][C:15](=O)[C:10]=3[CH2:9]2)=[N:6][CH:7]=1.P(Cl)(Cl)([Cl:21])=O.CN(C)C1C=CC=CC=1.C(=O)(O)[O-].[Na+], predict the reaction product. The product is: [Cl:21][C:15]1[C:10]2[CH2:9][N:8]([C:5]3[CH:4]=[CH:3][C:2]([CH3:1])=[CH:7][N:6]=3)[CH2:18][CH2:17][C:11]=2[N:12]=[CH:13][N:14]=1. (2) Given the reactants [C:1]([O:5][C:6](=[O:33])[NH:7][CH:8]([C:28]1[NH:29][CH:30]=[CH:31][N:32]=1)[CH2:9][C:10]1[CH:18]=[C:17]([CH3:19])[C:16]2[C:12](=[CH:13][N:14]([CH2:20][O:21][CH2:22][CH2:23][Si:24]([CH3:27])([CH3:26])[CH3:25])[N:15]=2)[CH:11]=1)([CH3:4])([CH3:3])[CH3:2].[Cl:34][C:35]1[CH:40]=[C:39]([CH2:41]Cl)[CH:38]=[C:37]([CH3:43])[N:36]=1.C(=O)([O-])[O-].[Cs+].[Cs+], predict the reaction product. The product is: [Cl:34][C:35]1[CH:40]=[C:39]([CH2:41][N:32]2[CH:31]=[CH:30][N:29]=[C:28]2[CH:8]([NH:7][C:6](=[O:33])[O:5][C:1]([CH3:4])([CH3:2])[CH3:3])[CH2:9][C:10]2[CH:18]=[C:17]([CH3:19])[C:16]3[C:12](=[CH:13][N:14]([CH2:20][O:21][CH2:22][CH2:23][Si:24]([CH3:25])([CH3:27])[CH3:26])[N:15]=3)[CH:11]=2)[CH:38]=[C:37]([CH3:43])[N:36]=1. (3) The product is: [CH3:1][O:2][C:3]1[CH:4]=[C:5]2[C:10](=[CH:11][CH:12]=1)[C:9](=[O:13])[CH:8]([CH3:14])[CH2:7][CH2:6]2. Given the reactants [CH3:1][O:2][C:3]1[CH:4]=[C:5]2[C:10](=[CH:11][CH:12]=1)[C:9](=[O:13])[CH2:8][CH2:7][CH2:6]2.[CH3:14]I.[H-].[Na+], predict the reaction product. (4) Given the reactants [O:1]=[C:2]([C@H:4]([CH2:6][C:7]1[CH:14]=[C:12](O)[C:10]([OH:11])=[CH:9][CH:8]=1)[NH2:5])[OH:3].NCCC1C=CC(O)=CC=1, predict the reaction product. The product is: [NH2:5][C@H:4]([C:2]([OH:3])=[O:1])[CH2:6][C:7]1[CH:8]=[CH:9][C:10]([OH:11])=[CH:12][CH:14]=1.